From a dataset of Full USPTO retrosynthesis dataset with 1.9M reactions from patents (1976-2016). Predict the reactants needed to synthesize the given product. Given the product [OH:8][CH:9]1[CH2:10][CH:11]([NH:13][C:14](=[O:20])[O:15][C:16]([CH3:18])([CH3:17])[CH3:19])[CH2:12]1, predict the reactants needed to synthesize it. The reactants are: C([O:8][CH:9]1[CH2:12][CH:11]([NH:13][C:14](=[O:20])[O:15][C:16]([CH3:19])([CH3:18])[CH3:17])[CH2:10]1)C1C=CC=CC=1.[H][H].